Dataset: Retrosynthesis with 50K atom-mapped reactions and 10 reaction types from USPTO. Task: Predict the reactants needed to synthesize the given product. (1) Given the product COc1cc(C(=O)N[C@@H](Cc2ccccc2)[C@@H](O)C[C@@H](C)C(=O)NC2CC3CCC2C3)cc(S(C)(=O)=O)c1, predict the reactants needed to synthesize it. The reactants are: COc1cc(C(=O)O)cc(S(C)(=O)=O)c1.C[C@H](C[C@H](O)[C@@H](N)Cc1ccccc1)C(=O)NC1CC2CCC1C2. (2) Given the product Nc1ccc2c(-c3c(F)cccc3F)c(=O)ccn2n1, predict the reactants needed to synthesize it. The reactants are: O=c1ccn2nc(Cl)ccc2c1-c1c(F)cccc1F.[NH4+]. (3) Given the product CC1(C)[C@]2(C(=O)Nc3ccc(Cl)cc3[C@@](O)(C#CC3CC3)C(F)(F)F)CC[C@@]1(C)C(=O)O2, predict the reactants needed to synthesize it. The reactants are: C#CC1CC1.CC1(C)[C@]2(C(=O)Nc3ccc(Cl)cc3C(=O)C(F)(F)F)CC[C@@]1(C)C(=O)O2. (4) Given the product COCOCC1CCCN1, predict the reactants needed to synthesize it. The reactants are: COCOCC1CCCN1C(=O)OCc1ccccc1.